From a dataset of Forward reaction prediction with 1.9M reactions from USPTO patents (1976-2016). Predict the product of the given reaction. (1) Given the reactants N[N:2]1[C:7](=[O:8])[C:6]2[S:9][CH:10]=[CH:11][C:5]=2[NH:4][C:3]1=[O:12].N([O-])=O.[Na+], predict the reaction product. The product is: [NH:4]1[C:5]2[CH:11]=[CH:10][S:9][C:6]=2[C:7](=[O:8])[NH:2][C:3]1=[O:12]. (2) Given the reactants [C:1]1([CH3:42])[CH:6]=[CH:5][C:4]([C:7]2[N:8]=[C:9]3[CH2:23][CH2:22][CH2:21][N:20]([CH2:24][CH2:25][CH2:26][CH2:27][CH2:28][C:29]([O:31]CCCCCC(OCC)=O)=[O:30])[C:10]3=[N:11][C:12]=2[C:13]2[CH:18]=[CH:17][C:16]([CH3:19])=[CH:15][CH:14]=2)=[CH:3][CH:2]=1.[OH-].[Na+], predict the reaction product. The product is: [C:1]1([CH3:42])[CH:2]=[CH:3][C:4]([C:7]2[N:8]=[C:9]3[CH2:23][CH2:22][CH2:21][N:20]([CH2:24][CH2:25][CH2:26][CH2:27][CH2:28][C:29]([OH:31])=[O:30])[C:10]3=[N:11][C:12]=2[C:13]2[CH:18]=[CH:17][C:16]([CH3:19])=[CH:15][CH:14]=2)=[CH:5][CH:6]=1. (3) Given the reactants [Br:1][C:2]1[CH:3]=[C:4]([C:10]([N:12]2[CH2:17][CH2:16][O:15][C:14]3[CH:18]=[CH:19][N:20]=[CH:21][C:13]2=3)=[O:11])[CH:5]=[C:6]([Br:9])[C:7]=1[OH:8].[OH-].[K+:23], predict the reaction product. The product is: [K+:23].[Br:9][C:6]1[CH:5]=[C:4]([C:10]([N:12]2[CH2:17][CH2:16][O:15][C:14]3[CH:18]=[CH:19][N:20]=[CH:21][C:13]2=3)=[O:11])[CH:3]=[C:2]([Br:1])[C:7]=1[O-:8]. (4) Given the reactants [CH3:1][C:2]1[C:7]([C:8]2[CH:13]=[CH:12][C:11]([N+:14]([O-])=O)=[CH:10][CH:9]=2)=[CH:6][C:5]([NH:17][C:18](=[O:29])[C:19]2[CH:24]=[CH:23][CH:22]=[C:21]([C:25]([F:28])([F:27])[F:26])[CH:20]=2)=[CH:4][CH:3]=1.O1CCOCC1.[OH-].[NH4+].S(S([O-])=O)([O-])=O.[Na+].[Na+], predict the reaction product. The product is: [NH2:14][C:11]1[CH:10]=[CH:9][C:8]([C:7]2[C:2]([CH3:1])=[CH:3][CH:4]=[C:5]([NH:17][C:18](=[O:29])[C:19]3[CH:24]=[CH:23][CH:22]=[C:21]([C:25]([F:26])([F:27])[F:28])[CH:20]=3)[CH:6]=2)=[CH:13][CH:12]=1. (5) Given the reactants C([Li])CCC.C[CH2:7][O:8]CC.[C:11]([Si:15]([O:18][CH:19]1[C:28]2[C:23](=[CH:24][CH:25]=[CH:26][CH:27]=2)[O:22][CH2:21][CH2:20]1)([CH3:17])[CH3:16])([CH3:14])([CH3:13])[CH3:12], predict the reaction product. The product is: [C:11]([Si:15]([CH3:17])([CH3:16])[O:18][CH:19]1[C:28]2[C:23](=[C:24]([CH:7]=[O:8])[CH:25]=[CH:26][CH:27]=2)[O:22][CH2:21][CH2:20]1)([CH3:14])([CH3:12])[CH3:13].